From a dataset of Peptide-MHC class I binding affinity with 185,985 pairs from IEDB/IMGT. Regression. Given a peptide amino acid sequence and an MHC pseudo amino acid sequence, predict their binding affinity value. This is MHC class I binding data. (1) The peptide sequence is HQKKNEISF. The MHC is HLA-B18:01 with pseudo-sequence HLA-B18:01. The binding affinity (normalized) is 0.0847. (2) The peptide sequence is AEFKYIAAV. The MHC is Patr-A0101 with pseudo-sequence Patr-A0101. The binding affinity (normalized) is 0. (3) The peptide sequence is GRIPVSDIF. The MHC is HLA-B15:01 with pseudo-sequence HLA-B15:01. The binding affinity (normalized) is 0.0847. (4) The peptide sequence is LAVSAYTPW. The MHC is HLA-B57:01 with pseudo-sequence HLA-B57:01. The binding affinity (normalized) is 0.588. (5) The peptide sequence is MMAKSNSPF. The MHC is HLA-B27:20 with pseudo-sequence HLA-B27:20. The binding affinity (normalized) is 0.640.